This data is from Forward reaction prediction with 1.9M reactions from USPTO patents (1976-2016). The task is: Predict the product of the given reaction. (1) Given the reactants BrC1C(N2CCN(CC3C=NC=CC=3)CC2)=C2N=C(C3C=CC(CN)=CC=3)NC2=NC=1.[Br:32][C:33]1[C:34]([N:57]2[CH2:62][CH2:61][N:60]([CH2:63][C:64]3[CH:65]=[N:66][CH:67]=[CH:68][CH:69]=3)[CH2:59][CH2:58]2)=[C:35]2[N:41]=[C:40]([C:42]3[CH:43]=[C:44]([CH:54]=[CH:55][CH:56]=3)[CH2:45][NH:46]C(=O)OC(C)(C)C)[NH:39][C:36]2=[N:37][CH:38]=1.C(O)(C(F)(F)F)=O, predict the reaction product. The product is: [Br:32][C:33]1[C:34]([N:57]2[CH2:58][CH2:59][N:60]([CH2:63][C:64]3[CH:65]=[N:66][CH:67]=[CH:68][CH:69]=3)[CH2:61][CH2:62]2)=[C:35]2[N:41]=[C:40]([C:42]3[CH:43]=[C:44]([CH2:45][NH2:46])[CH:54]=[CH:55][CH:56]=3)[NH:39][C:36]2=[N:37][CH:38]=1. (2) Given the reactants [C:1]([C:3]1[C:12]2[C:7](=[CH:8][CH:9]=[CH:10][CH:11]=2)[C:6]([NH:13][C@H:14]([C@@H:27]([OH:29])[CH3:28])[C:15]([NH:17][NH:18][C:19](=O)[C:20]2[CH:25]=[CH:24][CH:23]=[CH:22][CH:21]=2)=[O:16])=[CH:5][CH:4]=1)#[N:2].CCN(P1(N(C)CCCN1C)=NC(C)(C)C)CC, predict the reaction product. The product is: [OH:29][C@@H:27]([CH3:28])[C@@H:14]([NH:13][C:6]1[C:7]2[C:12](=[CH:11][CH:10]=[CH:9][CH:8]=2)[C:3]([C:1]#[N:2])=[CH:4][CH:5]=1)[C:15]1[O:16][C:19]([C:20]2[CH:21]=[CH:22][CH:23]=[CH:24][CH:25]=2)=[N:18][N:17]=1.